From a dataset of Retrosynthesis with 50K atom-mapped reactions and 10 reaction types from USPTO. Predict the reactants needed to synthesize the given product. Given the product COc1cccc(C(=CC#N)c2cc(OC)cc(OC)c2)c1, predict the reactants needed to synthesize it. The reactants are: CCOP(=O)(CC#N)OCC.COc1cccc(C(=O)c2cc(OC)cc(OC)c2)c1.